Task: Predict the reaction yield, written as a fraction of the theoretical maximum amount of product (1.0 means a 100% yield; for example, 0.34 means a 34% yield).. Dataset: Reaction yield outcomes from USPTO patents with 853,638 reactions (1) The reactants are [C:1]([C:3]1[CH:4]=[CH:5][C:6]([S:12][CH:13]([CH3:15])[CH3:14])=[C:7]([CH:11]=1)[C:8]([OH:10])=O)#[N:2].CN(C(ON1N=NC2C=CC=CC1=2)=[N+](C)C)C.[B-](F)(F)(F)F.C(N(C(C)C)C(C)C)C.[F:47][C:48]([F:62])([F:61])[C:49]1[CH:54]=[CH:53][C:52]([N:55]2[CH2:60][CH2:59][NH:58][CH2:57][CH2:56]2)=[CH:51][CH:50]=1. The catalyst is O1CCCC1. The product is [CH:13]([S:12][C:6]1[CH:5]=[CH:4][C:3]([C:1]#[N:2])=[CH:11][C:7]=1[C:8]([N:58]1[CH2:57][CH2:56][N:55]([C:52]2[CH:51]=[CH:50][C:49]([C:48]([F:61])([F:62])[F:47])=[CH:54][CH:53]=2)[CH2:60][CH2:59]1)=[O:10])([CH3:15])[CH3:14]. The yield is 0.940. (2) The reactants are CN1CCOCC1.[C:8]([O:12][C:13]([NH:15][CH:16]([CH3:20])[C:17]([OH:19])=O)=[O:14])([CH3:11])([CH3:10])[CH3:9].ClC(OCC(C)C)=O.S(C1C=CC(C)=CC=1)(O)(=O)=O.[NH2:40][CH:41]([C:47](=[O:49])[CH3:48])[C:42]([O:44][CH2:45][CH3:46])=[O:43]. The catalyst is C1COCC1. The product is [C:8]([O:12][C:13]([NH:15][CH:16]([CH3:20])[C:17]([NH:40][CH:41]([C:47](=[O:49])[CH3:48])[C:42]([O:44][CH2:45][CH3:46])=[O:43])=[O:19])=[O:14])([CH3:9])([CH3:10])[CH3:11]. The yield is 0.687.